Task: Predict which catalyst facilitates the given reaction.. Dataset: Catalyst prediction with 721,799 reactions and 888 catalyst types from USPTO (1) Reactant: [NH:1]1[CH:10]2[CH:5]([CH2:6][CH2:7][CH2:8][CH2:9]2)[CH2:4][CH2:3][CH2:2]1.C(N(C(C)C)CC)(C)C.[N+:20]([C:23]1[CH:31]=[CH:30][C:26]([C:27](Cl)=[O:28])=[CH:25][CH:24]=1)([O-:22])=[O:21]. Product: [N+:20]([C:23]1[CH:24]=[CH:25][C:26]([C:27]([N:1]2[C@H:10]3[C@@H:5]([CH2:6][CH2:7][CH2:8][CH2:9]3)[CH2:4][CH2:3][CH2:2]2)=[O:28])=[CH:30][CH:31]=1)([O-:22])=[O:21]. The catalyst class is: 4. (2) Reactant: [C:1]([O:5][C:6]([N:8]1[CH2:13][C@@H:12]([N:14]([C:19]([C:21]2[N:25]([CH2:26][CH2:27][CH2:28][CH2:29][O:30][CH3:31])[C:24]3[C:32]([F:36])=[CH:33][CH:34]=[CH:35][C:23]=3[N:22]=2)=[O:20])[CH2:15][CH:16]([CH3:18])[CH3:17])[CH2:11][C@@H:10]([C:37](O)=[O:38])[CH2:9]1)=[O:7])([CH3:4])([CH3:3])[CH3:2].[NH4+].[N:41]1(O)C2C=CC=CC=2N=N1.C(N(CC)CC)C.CCN=C=NCCCN(C)C.Cl. Product: [C:37]([C@@H:10]1[CH2:11][C@H:12]([N:14]([C:19]([C:21]2[N:25]([CH2:26][CH2:27][CH2:28][CH2:29][O:30][CH3:31])[C:24]3[C:32]([F:36])=[CH:33][CH:34]=[CH:35][C:23]=3[N:22]=2)=[O:20])[CH2:15][CH:16]([CH3:18])[CH3:17])[CH2:13][N:8]([C:6]([O:5][C:1]([CH3:2])([CH3:4])[CH3:3])=[O:7])[CH2:9]1)(=[O:38])[NH2:41]. The catalyst class is: 3. (3) Reactant: [F:1][C:2]1[CH:9]=[CH:8][C:5]([CH2:6][NH2:7])=[CH:4][CH:3]=1.[OH-].[Na+].[F:12][C:13]1[CH:21]=[CH:20][C:16]([C:17](Cl)=[O:18])=[CH:15][CH:14]=1. Product: [F:12][C:13]1[CH:21]=[CH:20][C:16]([C:17]([NH:7][CH2:6][C:5]2[CH:8]=[CH:9][C:2]([F:1])=[CH:3][CH:4]=2)=[O:18])=[CH:15][CH:14]=1. The catalyst class is: 2. (4) Reactant: Br[C:2]1[CH:3]=[C:4]([C:8]2[C:9](Cl)=[C:10]3[C:14](=[CH:15][CH:16]=2)[N:13]([CH3:17])[C:12](=[O:18])[CH2:11]3)[CH:5]=[N:6][CH:7]=1.[N:20]1[CH:25]=[CH:24][CH:23]=[C:22](B(O)O)[CH:21]=1.COCCOC.C(=O)([O-])[O-].[Na+].[Na+]. The catalyst class is: 668. Product: [N:6]1[CH:5]=[C:4]([C:8]2[CH:9]=[C:10]3[C:14](=[CH:15][CH:16]=2)[N:13]([CH3:17])[C:12](=[O:18])[CH2:11]3)[CH:3]=[C:2]([C:22]2[CH:21]=[N:20][CH:25]=[CH:24][CH:23]=2)[CH:7]=1. (5) Reactant: [C:1]1(=[O:11])[NH:5][C:4](=[O:6])[C:3]2=[CH:7][CH:8]=[CH:9][CH:10]=[C:2]12.[K].[C:13]([O:17][C:18]([N:20]1[CH2:25][CH2:24][CH2:23][CH:22]([CH2:26][CH2:27][CH2:28]OS(C)(=O)=O)[CH2:21]1)=[O:19])([CH3:16])([CH3:15])[CH3:14]. Product: [C:13]([O:17][C:18]([N:20]1[CH2:25][CH2:24][CH2:23][CH:22]([CH2:26][CH2:27][CH2:28][N:5]2[C:1](=[O:11])[C:2]3[C:3](=[CH:7][CH:8]=[CH:9][CH:10]=3)[C:4]2=[O:6])[CH2:21]1)=[O:19])([CH3:16])([CH3:15])[CH3:14]. The catalyst class is: 3.